Dataset: Full USPTO retrosynthesis dataset with 1.9M reactions from patents (1976-2016). Task: Predict the reactants needed to synthesize the given product. (1) Given the product [Cl:1][C:2]1[C:3]([OH:14])=[C:4]([C:9](=[O:13])[CH:10]([CH3:11])[CH3:12])[CH:5]=[C:6]([O:8][Si:16]([CH:23]([CH3:25])[CH3:24])([CH:20]([CH3:22])[CH3:21])[CH:17]([CH3:19])[CH3:18])[CH:7]=1, predict the reactants needed to synthesize it. The reactants are: [Cl:1][C:2]1[C:3]([OH:14])=[C:4]([C:9](=[O:13])[CH:10]([CH3:12])[CH3:11])[CH:5]=[C:6]([OH:8])[CH:7]=1.Cl[Si:16]([CH:23]([CH3:25])[CH3:24])([CH:20]([CH3:22])[CH3:21])[CH:17]([CH3:19])[CH3:18]. (2) Given the product [Cl:1][C:2]1[CH:3]=[C:4]([CH:8]=[C:9]([O:11][CH3:12])[CH:10]=1)[CH2:5][OH:6], predict the reactants needed to synthesize it. The reactants are: [Cl:1][C:2]1[CH:3]=[C:4]([CH:8]=[C:9]([O:11][CH3:12])[CH:10]=1)[C:5](O)=[O:6].[H-].[H-].[H-].[H-].[Li+].[Al+3].Cl. (3) Given the product [Cl:1][C:2]1[CH:7]=[CH:6][C:5]([C:8]2[C:14]3[CH:15]=[C:16]([O:19][CH3:20])[CH:17]=[CH:18][C:13]=3[N:12]3[C:21]([CH3:24])=[N:22][N:23]=[C:11]3[C@H:10]([CH2:25][C:26]([NH:40][C:41]3[CH:42]=[CH:43][C:44]([C:47](=[O:48])[C:49]4[CH:54]=[CH:53][C:52]([O:55][CH3:56])=[CH:51][CH:50]=4)=[CH:45][CH:46]=3)=[O:27])[N:9]=2)=[CH:4][CH:3]=1, predict the reactants needed to synthesize it. The reactants are: [Cl:1][C:2]1[CH:7]=[CH:6][C:5]([C:8]2[C:14]3[CH:15]=[C:16]([O:19][CH3:20])[CH:17]=[CH:18][C:13]=3[N:12]3[C:21]([CH3:24])=[N:22][N:23]=[C:11]3[C@H:10]([CH2:25][C:26](O)=[O:27])[N:9]=2)=[CH:4][CH:3]=1.C(Cl)(=O)C(Cl)=O.CN(C=O)C.[NH2:40][C:41]1[CH:46]=[CH:45][C:44]([C:47]([C:49]2[CH:54]=[CH:53][C:52]([O:55][CH3:56])=[CH:51][CH:50]=2)=[O:48])=[CH:43][CH:42]=1. (4) The reactants are: CC1(C)CCCC(C)(C)N1.[Li]CCCC.[C:16]([C:18]1[CH:23]=[CH:22][N:21]=[CH:20][CH:19]=1)#[N:17].[Cl:24]C(Cl)(Cl)C(Cl)(Cl)Cl. Given the product [Cl:24][C:19]1[CH:20]=[N:21][CH:22]=[CH:23][C:18]=1[C:16]#[N:17], predict the reactants needed to synthesize it. (5) The reactants are: [CH3:1][NH:2][C:3]([C:5]1[CH:10]=[C:9]([O:11][C:12]2[CH:21]=[CH:20][C:15]3[N:16]=[C:17]([NH2:19])[O:18][C:14]=3[CH:13]=2)[CH:8]=[CH:7][N:6]=1)=[O:4].[CH2:22]1[O:31][C:30]2[C:25](=[C:26]([C:32](O)=[O:33])[CH:27]=[CH:28][CH:29]=2)[O:24][CH2:23]1.CCN(C(C)C)C(C)C.F[P-](F)(F)(F)(F)F.CN(C(=[N+](C)C)ON1C2=NC=CC=C2N=N1)C. Given the product [CH3:1][NH:2][C:3]([C:5]1[CH:10]=[C:9]([O:11][C:12]2[CH:21]=[CH:20][C:15]3[N:16]=[C:17]([NH:19][C:32]([C:26]4[C:25]5[O:24][CH2:23][CH2:22][O:31][C:30]=5[CH:29]=[CH:28][CH:27]=4)=[O:33])[O:18][C:14]=3[CH:13]=2)[CH:8]=[CH:7][N:6]=1)=[O:4], predict the reactants needed to synthesize it. (6) The reactants are: [I:1][C:2]1[CH:3]=[C:4]([CH:13]=[CH:14][CH:15]=1)[C:5]([NH:7][NH:8][C:9](=[O:12])[CH2:10][CH3:11])=O.C1(P(C2C=CC=CC=2)C2C=CC=CC=2)C=CC=CC=1.C(Cl)(Cl)(Cl)Cl.C(N(CC)CC)C. Given the product [CH2:10]([C:9]1[O:12][C:5]([C:4]2[CH:13]=[CH:14][CH:15]=[C:2]([I:1])[CH:3]=2)=[N:7][N:8]=1)[CH3:11], predict the reactants needed to synthesize it. (7) Given the product [CH3:17][C:16]1[N:12]=[C:11]([CH2:10][C:7]2[CH:6]=[CH:5][C:4]([N+:1]([O-:3])=[O:2])=[CH:9][CH:8]=2)[S:13][CH:15]=1, predict the reactants needed to synthesize it. The reactants are: [N+:1]([C:4]1[CH:9]=[CH:8][C:7]([CH2:10][C:11](=[S:13])[NH2:12])=[CH:6][CH:5]=1)([O-:3])=[O:2].Br[CH2:15][C:16](=O)[CH3:17]. (8) Given the product [OH:41][CH2:40][CH2:39][NH:2][C@H:3]1[CH2:8][CH2:7][C@H:6]([C:9]([NH:11][C:12]2[C:16]3[CH:17]=[CH:18][CH:19]=[CH:20][C:15]=3[O:14][C:13]=2[C:21]([NH:23][C:24]2[CH:25]=[CH:26][C:27]([Cl:30])=[CH:28][CH:29]=2)=[O:22])=[O:10])[CH2:5][CH2:4]1, predict the reactants needed to synthesize it. The reactants are: Cl.[NH2:2][C@H:3]1[CH2:8][CH2:7][C@H:6]([C:9]([NH:11][C:12]2[C:16]3[CH:17]=[CH:18][CH:19]=[CH:20][C:15]=3[O:14][C:13]=2[C:21]([NH:23][C:24]2[CH:29]=[CH:28][C:27]([Cl:30])=[CH:26][CH:25]=2)=[O:22])=[O:10])[CH2:5][CH2:4]1.C(N(CC)CC)C.I[CH2:39][CH2:40][OH:41]. (9) Given the product [F:32][C:29]1[CH:30]=[CH:31][C:26]([C@@H:25]([OH:33])[CH2:24][CH2:23][C@H:22]2[C:21](=[O:41])[N:20]([C:42]3[CH:43]=[CH:44][CH:45]=[CH:46][CH:47]=3)[C@@H:19]2[C:16]2[CH:17]=[CH:18][C:13]([C:9]3[CH:10]=[CH:11][CH:12]=[C:7]([P:3](=[O:2])([OH:4])[OH:6])[CH:8]=3)=[CH:14][C:15]=2[OH:48])=[CH:27][CH:28]=1, predict the reactants needed to synthesize it. The reactants are: C[O:2][P:3]([C:7]1[CH:8]=[C:9]([C:13]2[CH:18]=[CH:17][C:16]([C@@H:19]3[C@@H:22]([CH2:23][CH2:24][C@H:25]([O:33][Si](C(C)(C)C)(C)C)[C:26]4[CH:31]=[CH:30][C:29]([F:32])=[CH:28][CH:27]=4)[C:21](=[O:41])[N:20]3[C:42]3[CH:47]=[CH:46][CH:45]=[CH:44][CH:43]=3)=[C:15]([OH:48])[CH:14]=2)[CH:10]=[CH:11][CH:12]=1)(=[O:6])[O:4]C.Br[Si](C)(C)C.CO.